From a dataset of Forward reaction prediction with 1.9M reactions from USPTO patents (1976-2016). Predict the product of the given reaction. (1) Given the reactants [NH2:1][C:2]1[CH:7]=[CH:6][CH:5]=[CH:4][C:3]=1[CH:8]1[CH2:17][C:16]([CH3:19])([CH3:18])[C:15]2[C:10](=[CH:11][CH:12]=[C:13]([C:20]#[N:21])[CH:14]=2)[NH:9]1.[N:22]1[CH:27]=[CH:26][CH:25]=[C:24]([S:28](Cl)(=[O:30])=[O:29])[CH:23]=1, predict the reaction product. The product is: [C:20]([C:13]1[CH:14]=[C:15]2[C:10](=[CH:11][CH:12]=1)[NH:9][CH:8]([C:3]1[CH:4]=[CH:5][CH:6]=[CH:7][C:2]=1[NH:1][S:28]([C:24]1[CH:23]=[N:22][CH:27]=[CH:26][CH:25]=1)(=[O:30])=[O:29])[CH2:17][C:16]2([CH3:18])[CH3:19])#[N:21]. (2) Given the reactants Br[C:2]1[CH:3]=[C:4]2[C@@:15]3([CH2:19][O:18][C:17]([NH2:20])=[N:16]3)[C:14]3[CH:13]=[C:12](Cl)[N:11]=[CH:10][C:9]=3[O:8][C:5]2=[CH:6][CH:7]=1.P([O-])([O-])([O-])=O.[K+].[K+].[K+].C[CH:31]([NH2:39])[CH2:32][C:33]1[CH:38]=[CH:37]C=CC=1.OP(O)(O)=O.[N:45]1[CH:50]=[CH:49][CH:48]=[C:47](B(O)O)[CH:46]=1, predict the reaction product. The product is: [N:45]1[CH:50]=[CH:49][CH:48]=[C:47]([C:12]2[N:11]=[CH:10][C:9]3[O:8][C:5]4[C:4]([C@@:15]5([CH2:19][O:18][C:17]([NH2:20])=[N:16]5)[C:14]=3[CH:13]=2)=[CH:3][C:2]([C:38]2[CH:37]=[N:39][CH:31]=[CH:32][CH:33]=2)=[CH:7][CH:6]=4)[CH:46]=1. (3) Given the reactants [C:1]([O:5][C:6](=[O:31])[CH2:7][CH2:8][CH2:9][CH2:10][C:11]1[C:12]([C:24]2[CH:29]=[CH:28][C:27]([F:30])=[CH:26][CH:25]=2)=[N:13][C:14]2[C:19]([N:20]=1)=[CH:18][C:17]([C:21]([OH:23])=O)=[CH:16][CH:15]=2)([CH3:4])([CH3:3])[CH3:2].Cl.[CH3:33][NH:34][O:35][CH3:36].C(N(CC)C(C)C)(C)C.C(Cl)Cl.ON1C2C=CC=CC=2N=N1.Cl.CN(C)CCCN=C=NCC, predict the reaction product. The product is: [F:30][C:27]1[CH:26]=[CH:25][C:24]([C:12]2[C:11]([CH2:10][CH2:9][CH2:8][CH2:7][C:6]([O:5][C:1]([CH3:3])([CH3:2])[CH3:4])=[O:31])=[N:20][C:19]3[C:14]([N:13]=2)=[CH:15][CH:16]=[C:17]([C:21](=[O:23])[N:34]([O:35][CH3:36])[CH3:33])[CH:18]=3)=[CH:29][CH:28]=1. (4) Given the reactants [CH3:1][N:2]1[CH:10]=[C:9]2[C:4]([CH:5]=[C:6]([NH:11][C:12]([C:14]3[CH:19]=[CH:18][CH:17]=[CH:16][C:15]=3[NH:20][CH2:21][C:22]3[CH:27]=[CH:26][N:25]=[C:24]([NH:28][C:29]([N:31]4[CH2:40][CH2:39][C:34]5(OCC[O:35]5)[CH2:33][CH2:32]4)=[O:30])[CH:23]=3)=[O:13])[CH:7]=[CH:8]2)=[N:3]1.Cl.C(=O)([O-])O.[Na+], predict the reaction product. The product is: [CH3:1][N:2]1[CH:10]=[C:9]2[C:4]([CH:5]=[C:6]([NH:11][C:12]([C:14]3[CH:19]=[CH:18][CH:17]=[CH:16][C:15]=3[NH:20][CH2:21][C:22]3[CH:27]=[CH:26][N:25]=[C:24]([NH:28][C:29]([N:31]4[CH2:32][CH2:33][C:34](=[O:35])[CH2:39][CH2:40]4)=[O:30])[CH:23]=3)=[O:13])[CH:7]=[CH:8]2)=[N:3]1. (5) Given the reactants [F:1][C:2]([F:34])([F:33])[C@:3]([C:9]1[S:13][C:12]([S:14][C:15]2[CH:24]=[C:23]3[C:18]([C:19]([C:26]4[CH:31]=[CH:30][C:29]([F:32])=[CH:28][CH:27]=4)=[CH:20][C:21](=[O:25])[O:22]3)=[CH:17][CH:16]=2)=[N:11][CH:10]=1)([OH:8])[CH2:4][C:5]([OH:7])=[O:6].[N+](=[CH2:37])=[N-], predict the reaction product. The product is: [F:34][C:2]([F:1])([F:33])[C@:3]([C:9]1[S:13][C:12]([S:14][C:15]2[CH:24]=[C:23]3[C:18]([C:19]([C:26]4[CH:27]=[CH:28][C:29]([F:32])=[CH:30][CH:31]=4)=[CH:20][C:21](=[O:25])[O:22]3)=[CH:17][CH:16]=2)=[N:11][CH:10]=1)([OH:8])[CH2:4][C:5]([O:7][CH3:37])=[O:6]. (6) Given the reactants Cl.C(OC(=O)[NH:8][CH2:9][CH2:10][N:11]1[CH2:16][CH2:15][N:14]([CH2:17]/[CH:18]=[CH:19]/[C:20](=[O:50])[N:21]2[CH2:26][CH2:25][CH:24]([N:27]3[C:35]4[C:34]([O:36][C:37]5[CH:42]=[CH:41][C:40]([O:43][C:44]6[CH:49]=[CH:48][CH:47]=[CH:46][CH:45]=6)=[CH:39][CH:38]=5)=[N:33][CH:32]=[N:31][C:30]=4[CH:29]=[CH:28]3)[CH2:23][CH2:22]2)[CH2:13][CH2:12]1)(C)(C)C, predict the reaction product. The product is: [NH2:8][CH2:9][CH2:10][N:11]1[CH2:16][CH2:15][N:14]([CH2:17]/[CH:18]=[CH:19]/[C:20]([N:21]2[CH2:22][CH2:23][CH:24]([N:27]3[C:35]4[C:34]([O:36][C:37]5[CH:38]=[CH:39][C:40]([O:43][C:44]6[CH:45]=[CH:46][CH:47]=[CH:48][CH:49]=6)=[CH:41][CH:42]=5)=[N:33][CH:32]=[N:31][C:30]=4[CH:29]=[CH:28]3)[CH2:25][CH2:26]2)=[O:50])[CH2:13][CH2:12]1. (7) Given the reactants [F:1][C:2]1[CH:11]=[C:10]([C:12]2[C:13]([CH3:53])([CH3:52])[C@H:14]3[C@:27]([CH3:30])([CH2:28][CH:29]=2)[C@@H:26]2[C@:17]([CH3:51])([C@@:18]4([CH3:50])[C@H:23]([CH2:24][CH2:25]2)[C@H:22]2[C@H:31]([C:34]([CH3:36])=[CH2:35])[CH2:32][CH2:33][C@:21]2([NH:37][CH2:38][CH2:39][N:40]2[CH2:45][CH2:44][N:43]([S:46]([CH3:49])(=[O:48])=[O:47])[CH2:42][CH2:41]2)[CH2:20][CH2:19]4)[CH2:16][CH2:15]3)[CH:9]=[CH:8][C:3]=1[C:4]([O:6]C)=[O:5].[OH-].[Na+], predict the reaction product. The product is: [F:1][C:2]1[CH:11]=[C:10]([C:12]2[C:13]([CH3:53])([CH3:52])[C@H:14]3[C@:27]([CH3:30])([CH2:28][CH:29]=2)[C@@H:26]2[C@:17]([CH3:51])([C@@:18]4([CH3:50])[C@H:23]([CH2:24][CH2:25]2)[C@H:22]2[C@H:31]([C:34]([CH3:36])=[CH2:35])[CH2:32][CH2:33][C@:21]2([NH:37][CH2:38][CH2:39][N:40]2[CH2:41][CH2:42][N:43]([S:46]([CH3:49])(=[O:48])=[O:47])[CH2:44][CH2:45]2)[CH2:20][CH2:19]4)[CH2:16][CH2:15]3)[CH:9]=[CH:8][C:3]=1[C:4]([OH:6])=[O:5].